Predict the product of the given reaction. From a dataset of Forward reaction prediction with 1.9M reactions from USPTO patents (1976-2016). (1) Given the reactants [CH3:1][O:2][C:3]1[CH:4]=[C:5]2[C:10](=[CH:11][C:12]=1[O:13][CH3:14])[N:9]=[CH:8][N:7]=[C:6]2[O:15][C:16]1[CH:22]=[CH:21][C:19]([NH2:20])=[CH:18][CH:17]=1.Cl[C:24](Cl)([O:26]C(=O)OC(Cl)(Cl)Cl)Cl.[O:35]1[CH2:40][CH2:39][N:38]([CH2:41][CH2:42][CH:43]([OH:47])[CH2:44][CH2:45][CH3:46])[CH2:37][CH2:36]1.C(=O)(O)[O-].[Na+], predict the reaction product. The product is: [CH3:1][O:2][C:3]1[CH:4]=[C:5]2[C:10](=[CH:11][C:12]=1[O:13][CH3:14])[N:9]=[CH:8][N:7]=[C:6]2[O:15][C:16]1[CH:22]=[CH:21][C:19]([NH:20][C:24](=[O:26])[O:47][CH:43]([CH2:42][CH2:41][N:38]2[CH2:39][CH2:40][O:35][CH2:36][CH2:37]2)[CH2:44][CH2:45][CH3:46])=[CH:18][CH:17]=1. (2) The product is: [Br:1][C:2]1[CH:15]=[C:14]2[C:5]([N:6]3[C:11]([CH2:12][O:13]2)=[N:10][NH:9][C:8](=[O:16])[C@H:7]3[CH3:17])=[CH:4][C:3]=1[C@@H:18]1[CH2:23][CH2:22][N:21]([CH3:28])[CH2:20][C@@H:19]1[CH3:24]. Given the reactants [Br:1][C:2]1[CH:15]=[C:14]2[C:5]([N:6]3[C:11]([CH2:12][O:13]2)=[N:10][NH:9][C:8](=[O:16])[C@H:7]3[CH3:17])=[CH:4][C:3]=1[C@@H:18]1[CH2:23][CH2:22][NH:21][CH2:20][C@@H:19]1[CH3:24].C=O.[BH3-][C:28]#N.[Na+].C([O-])(O)=O.[Na+], predict the reaction product. (3) Given the reactants [Na:1].[CH:2](OCC)=O.[O:7]1[CH2:12][CH2:11][CH2:10][CH2:9][CH:8]1[O:13][CH2:14][C:15]([O:17]CC)=O.[C:20]([SH:23])(=[NH:22])[NH2:21], predict the reaction product. The product is: [Na:1].[O:17]=[C:15]1[NH:21][C:20]([S-:23])=[N:22][CH:2]=[C:14]1[O:13][CH:8]1[CH2:9][CH2:10][CH2:11][CH2:12][O:7]1.